The task is: Predict the reaction yield, written as a fraction of the theoretical maximum amount of product (1.0 means a 100% yield; for example, 0.34 means a 34% yield).. This data is from Reaction yield outcomes from USPTO patents with 853,638 reactions. (1) The reactants are Br[C:2]1[CH:7]=[CH:6][C:5]([C:8]2[C:17]3[C:12](=[CH:13][CH:14]=[CH:15][CH:16]=3)[CH2:11][CH2:10][CH:9]=2)=[CH:4][CH:3]=1.[C:18]([O:22][CH3:23])(=[O:21])[CH:19]=[CH2:20]. The catalyst is CC#N. The product is [CH3:23][O:22][C:18](=[O:21])[CH:19]=[CH:20][C:2]1[CH:7]=[CH:6][C:5]([C:8]2[C:17]3[C:12](=[CH:13][CH:14]=[CH:15][CH:16]=3)[CH2:11][CH2:10][CH:9]=2)=[CH:4][CH:3]=1. The yield is 0.740. (2) The reactants are Cl[C:2]1[C:11]2[C:6](=[CH:7][CH:8]=[CH:9][CH:10]=2)[N:5]=[C:4]([CH:12]([N:14]2[CH2:19][CH2:18][N:17]([S:20]([C:23]3[CH:28]=[CH:27][C:26]([O:29][CH3:30])=[CH:25][CH:24]=3)(=[O:22])=[O:21])[CH2:16][CH2:15]2)[CH3:13])[N:3]=1.[CH3:31][OH:32]. The catalyst is C1COCC1. The product is [CH3:31][O:32][C:2]1[C:11]2[C:6](=[CH:7][CH:8]=[CH:9][CH:10]=2)[N:5]=[C:4]([CH:12]([N:14]2[CH2:19][CH2:18][N:17]([S:20]([C:23]3[CH:28]=[CH:27][C:26]([O:29][CH3:30])=[CH:25][CH:24]=3)(=[O:22])=[O:21])[CH2:16][CH2:15]2)[CH3:13])[N:3]=1. The yield is 0.111. (3) The reactants are [CH:1]1([CH2:4][NH:5][S:6]([NH:9]C(=O)OCC2C=CC=CC=2)(=[O:8])=[O:7])[CH2:3][CH2:2]1.[H][H]. The catalyst is O1CCCC1.C(O)C.[C].[Pd]. The product is [CH:1]1([CH2:4][NH:5][S:6]([NH2:9])(=[O:8])=[O:7])[CH2:3][CH2:2]1. The yield is 0.870.